From a dataset of NCI-60 drug combinations with 297,098 pairs across 59 cell lines. Regression. Given two drug SMILES strings and cell line genomic features, predict the synergy score measuring deviation from expected non-interaction effect. (1) Drug 1: CCC1=CC2CC(C3=C(CN(C2)C1)C4=CC=CC=C4N3)(C5=C(C=C6C(=C5)C78CCN9C7C(C=CC9)(C(C(C8N6C)(C(=O)OC)O)OC(=O)C)CC)OC)C(=O)OC.C(C(C(=O)O)O)(C(=O)O)O. Drug 2: CC1=C2C(C(=O)C3(C(CC4C(C3C(C(C2(C)C)(CC1OC(=O)C(C(C5=CC=CC=C5)NC(=O)C6=CC=CC=C6)O)O)OC(=O)C7=CC=CC=C7)(CO4)OC(=O)C)O)C)OC(=O)C. Cell line: ACHN. Synergy scores: CSS=32.3, Synergy_ZIP=-8.07, Synergy_Bliss=-2.98, Synergy_Loewe=-5.98, Synergy_HSA=-0.163. (2) Drug 1: CC1=C(C=C(C=C1)NC(=O)C2=CC=C(C=C2)CN3CCN(CC3)C)NC4=NC=CC(=N4)C5=CN=CC=C5. Drug 2: CC(C)(C#N)C1=CC(=CC(=C1)CN2C=NC=N2)C(C)(C)C#N. Cell line: CCRF-CEM. Synergy scores: CSS=-7.38, Synergy_ZIP=7.05, Synergy_Bliss=9.89, Synergy_Loewe=-5.61, Synergy_HSA=-1.49. (3) Drug 1: C1=C(C(=O)NC(=O)N1)F. Drug 2: CCC1(C2=C(COC1=O)C(=O)N3CC4=CC5=C(C=CC(=C5CN(C)C)O)N=C4C3=C2)O.Cl. Cell line: TK-10. Synergy scores: CSS=31.2, Synergy_ZIP=-0.723, Synergy_Bliss=-0.134, Synergy_Loewe=3.25, Synergy_HSA=3.55. (4) Drug 1: CC1=C(C=C(C=C1)NC(=O)C2=CC=C(C=C2)CN3CCN(CC3)C)NC4=NC=CC(=N4)C5=CN=CC=C5. Drug 2: C1=NC2=C(N1)C(=S)N=CN2. Cell line: K-562. Synergy scores: CSS=73.0, Synergy_ZIP=2.50, Synergy_Bliss=3.79, Synergy_Loewe=-1.34, Synergy_HSA=4.32. (5) Drug 1: C1CC(=O)NC(=O)C1N2CC3=C(C2=O)C=CC=C3N. Drug 2: C1CCC(CC1)NC(=O)N(CCCl)N=O. Cell line: U251. Synergy scores: CSS=29.3, Synergy_ZIP=-10.3, Synergy_Bliss=-3.80, Synergy_Loewe=-8.71, Synergy_HSA=-1.15.